The task is: Predict the product of the given reaction.. This data is from Forward reaction prediction with 1.9M reactions from USPTO patents (1976-2016). The product is: [CH3:1][C:2]([CH3:24])([CH3:23])[CH2:3][N:4]1[C:12]2[C:7](=[N:8][C:9]([CH:13]3[CH2:14][CH:15]4[CH2:19][N:18]([C:30]([C:27]5[CH:28]=[CH:29][O:25][N:26]=5)=[O:31])[CH2:17][CH:16]4[CH2:20]3)=[CH:10][CH:11]=2)[N:6]([CH3:21])[C:5]1=[O:22]. Given the reactants [CH3:1][C:2]([CH3:24])([CH3:23])[CH2:3][N:4]1[C:12]2[C:7](=[N:8][C:9]([C:13]3[CH2:14][CH:15]4[CH2:19][NH:18][CH2:17][CH:16]4[CH:20]=3)=[CH:10][CH:11]=2)[N:6]([CH3:21])[C:5]1=[O:22].[O:25]1[CH:29]=[CH:28][C:27]([C:30](O)=[O:31])=[N:26]1.CCN(C(C)C)C(C)C.CN(C(ON1N=NC2C=CC=NC1=2)=[N+](C)C)C.F[P-](F)(F)(F)(F)F, predict the reaction product.